From a dataset of Forward reaction prediction with 1.9M reactions from USPTO patents (1976-2016). Predict the product of the given reaction. (1) Given the reactants [N+:1]([C:4]1[CH:5]=[C:6]([CH:9]=[C:10]([N+:12]([O-])=O)[CH:11]=1)[C:7]#[N:8])([O-])=O, predict the reaction product. The product is: [NH2:1][C:4]1[CH:5]=[C:6]([CH:9]=[C:10]([NH2:12])[CH:11]=1)[C:7]#[N:8]. (2) Given the reactants Cl[CH2:2][CH2:3][CH2:4][CH2:5][CH2:6][CH2:7][CH2:8][CH2:9][OH:10].[CH2:11](CN)[C:12]1[CH:17]=[CH:16][CH:15]=[CH:14][CH:13]=1.C(=O)([O-])[O-].[Na+].[Na+].[I-].[Na+].[C:28](#[N:30])C, predict the reaction product. The product is: [CH2:11]([N:30]([CH2:2][CH2:3][CH2:4][CH2:5][CH2:6][CH2:7][CH2:8][CH2:9][OH:10])[CH3:28])[C:12]1[CH:13]=[CH:14][CH:15]=[CH:16][CH:17]=1. (3) Given the reactants [CH2:1]([N:8]1[CH2:13][CH2:12][C:11](=[N:14][NH:15][C:16](=[S:18])[NH2:17])[CH2:10][CH2:9]1)[C:2]1[CH:7]=[CH:6][CH:5]=[CH:4][CH:3]=1.Br[CH2:20][C:21]([C:23]1[CH:24]=[N:25][CH:26]=[CH:27][CH:28]=1)=O, predict the reaction product. The product is: [CH2:1]([N:8]1[CH2:13][CH2:12][C:11](=[N:14][NH:15][C:16]2[S:18][CH:20]=[C:21]([C:23]3[CH:24]=[N:25][CH:26]=[CH:27][CH:28]=3)[N:17]=2)[CH2:10][CH2:9]1)[C:2]1[CH:3]=[CH:4][CH:5]=[CH:6][CH:7]=1. (4) Given the reactants [CH2:1]([O:8][C:9]1[C:10]([F:29])=[C:11]([C:15]2[N:16]=[C:17]([CH:25]3[CH2:28][CH2:27][CH2:26]3)[N:18]3[CH:23]=[CH:22][N:21]=[C:20](Cl)[C:19]=23)[CH:12]=[CH:13][CH:14]=1)[C:2]1[CH:7]=[CH:6][CH:5]=[CH:4][CH:3]=1.C(OC1C(F)=C(C(NC(C2CCC2)=O)C2C(Cl)=NC=C[N:46]=2)C=CC=1)C1C=CC=CC=1, predict the reaction product. The product is: [NH2:46][C:20]1[C:19]2[N:18]([C:17]([CH:25]3[CH2:28][CH2:27][CH2:26]3)=[N:16][C:15]=2[C:11]2[CH:12]=[CH:13][CH:14]=[C:9]([O:8][CH2:1][C:2]3[CH:7]=[CH:6][CH:5]=[CH:4][CH:3]=3)[C:10]=2[F:29])[CH:23]=[CH:22][N:21]=1. (5) Given the reactants [CH3:1][C:2]1[N:3]=[C:4]([CH3:35])[C:5]2[N:6]([CH:8]=[C:9]([C:11]3[C:12](=[O:34])[O:13][C:14]4[C:19]([CH:20]=3)=[CH:18][CH:17]=[C:16]([NH:21][C@H:22]3[CH2:26][CH2:25][N:24]([C:27]([O:29][C:30]([CH3:33])([CH3:32])[CH3:31])=[O:28])[CH2:23]3)[CH:15]=4)[N:10]=2)[CH:7]=1.[H-].[Na+].[CH3:38]N(C=O)C.IC, predict the reaction product. The product is: [CH3:1][C:2]1[N:3]=[C:4]([CH3:35])[C:5]2[N:6]([CH:8]=[C:9]([C:11]3[C:12](=[O:34])[O:13][C:14]4[C:19]([CH:20]=3)=[CH:18][CH:17]=[C:16]([N:21]([CH3:38])[C@H:22]3[CH2:26][CH2:25][N:24]([C:27]([O:29][C:30]([CH3:31])([CH3:32])[CH3:33])=[O:28])[CH2:23]3)[CH:15]=4)[N:10]=2)[CH:7]=1. (6) Given the reactants [Cl:1][C:2]1[CH:7]=[CH:6][C:5]([O:8][CH3:9])=[CH:4][C:3]=1[CH:10]([CH3:25])[C:11]([C:13]1[CH:14]=[CH:15][C:16]2[O:21][CH2:20][C:19](=[O:22])[N:18]([CH3:23])[C:17]=2[CH:24]=1)=[O:12].[F:26][C:27]([Si](C)(C)C)([F:29])[F:28].[F-].C[N+](C)(C)C.[F-].C([N+](CCCC)(CCCC)CCCC)CCC, predict the reaction product. The product is: [Cl:1][C:2]1[CH:7]=[CH:6][C:5]([O:8][CH3:9])=[CH:4][C:3]=1[CH:10]([CH3:25])[C:11]([C:13]1[CH:14]=[CH:15][C:16]2[O:21][CH2:20][C:19](=[O:22])[N:18]([CH3:23])[C:17]=2[CH:24]=1)([OH:12])[C:27]([F:29])([F:28])[F:26]. (7) Given the reactants [Cl:1][C:2]1[CH:3]=[CH:4][C:5]2[C:11](=[O:12])[C:10]3[CH:13]=[CH:14][CH:15]=[C:16]([OH:17])[C:9]=3[CH2:8][CH2:7][C:6]=2[CH:18]=1.[O:19](S(C(F)(F)F)(=O)=O)[S:20]([C:23]([F:26])([F:25])[F:24])(=O)=[O:21], predict the reaction product. The product is: [Cl:1][C:2]1[CH:3]=[CH:4][C:5]2[C:11](=[O:12])[C:10]3[CH:13]=[CH:14][CH:15]=[C:16]([O:17][S:20]([C:23]([F:26])([F:25])[F:24])(=[O:21])=[O:19])[C:9]=3[CH2:8][CH2:7][C:6]=2[CH:18]=1. (8) Given the reactants [CH2:1]([O:3][C:4](=[O:23])[CH2:5][N:6]([CH:20]1[CH2:22][CH2:21]1)[C:7](=[O:19])[C:8]1[CH:13]=[CH:12][C:11]([O:14][C:15]([F:18])([F:17])[F:16])=[CH:10][CH:9]=1)[CH3:2].[CH2:24]([N:31]1[CH:35]=[C:34]([C:36](O)=[O:37])[N:33]=[N:32]1)[C:25]1[CH:30]=[CH:29][CH:28]=[CH:27][CH:26]=1, predict the reaction product. The product is: [CH2:1]([O:3][C:4](=[O:23])[CH:5]([N:6]([CH:20]1[CH2:22][CH2:21]1)[C:7](=[O:19])[C:8]1[CH:9]=[CH:10][C:11]([O:14][C:15]([F:16])([F:17])[F:18])=[CH:12][CH:13]=1)[C:36]([C:34]1[N:33]=[N:32][N:31]([CH2:24][C:25]2[CH:30]=[CH:29][CH:28]=[CH:27][CH:26]=2)[CH:35]=1)=[O:37])[CH3:2].